From a dataset of Full USPTO retrosynthesis dataset with 1.9M reactions from patents (1976-2016). Predict the reactants needed to synthesize the given product. (1) The reactants are: Cl.[C:2](Cl)(=[O:9])[C:3]1[CH:8]=[CH:7][N:6]=[CH:5][CH:4]=1.C(N(CC)CC)C.ClCCl.[NH2:21][C:22]1[CH:27]=[C:26]([C:28]([F:31])([F:30])[F:29])[CH:25]=[CH:24][C:23]=1[N:32]1[CH2:40][C:39]2[C:34](=[CH:35][CH:36]=[CH:37][CH:38]=2)[CH2:33]1. Given the product [CH2:33]1[C:34]2[C:39](=[CH:38][CH:37]=[CH:36][CH:35]=2)[CH2:40][N:32]1[C:23]1[CH:24]=[CH:25][C:26]([C:28]([F:30])([F:31])[F:29])=[CH:27][C:22]=1[NH:21][C:2](=[O:9])[C:3]1[CH:8]=[CH:7][N:6]=[CH:5][CH:4]=1, predict the reactants needed to synthesize it. (2) Given the product [CH2:11]([CH:10]1[C:9]2[C:4](=[CH:5][CH:6]=[C:7]([O:18][CH2:19][CH2:20][NH:21][S:22]([C:25]3[N:26]=[CH:27][N:28]([CH3:30])[CH:29]=3)(=[O:24])=[O:23])[CH:8]=2)[CH2:3][CH:2]1[NH:1][C:41](=[O:42])[C:40]([CH3:45])([CH3:44])[CH2:39][Cl:38])[C:12]1[CH:13]=[CH:14][CH:15]=[CH:16][CH:17]=1, predict the reactants needed to synthesize it. The reactants are: [NH2:1][CH:2]1[CH:10]([CH2:11][C:12]2[CH:17]=[CH:16][CH:15]=[CH:14][CH:13]=2)[C:9]2[C:4](=[CH:5][CH:6]=[C:7]([O:18][CH2:19][CH2:20][NH:21][S:22]([C:25]3[N:26]=[CH:27][N:28]([CH3:30])[CH:29]=3)(=[O:24])=[O:23])[CH:8]=2)[CH2:3]1.C(NC(C)C)(C)C.[Cl:38][CH2:39][C:40]([CH3:45])([CH3:44])[C:41](Cl)=[O:42].Cl. (3) Given the product [Cl:8][C:9]1[CH:15]=[CH:14][C:12]([NH:13][C:1](/[CH:2]=[CH:3]\[C:4]([OH:6])=[O:5])=[O:7])=[CH:11][CH:10]=1, predict the reactants needed to synthesize it. The reactants are: [C:1]1(=[O:7])[O:6][C:4](=[O:5])[CH:3]=[CH:2]1.[Cl:8][C:9]1[CH:15]=[CH:14][C:12]([NH2:13])=[CH:11][CH:10]=1.